Dataset: NCI-60 drug combinations with 297,098 pairs across 59 cell lines. Task: Regression. Given two drug SMILES strings and cell line genomic features, predict the synergy score measuring deviation from expected non-interaction effect. Drug 1: C1=CC(=C2C(=C1NCCNCCO)C(=O)C3=C(C=CC(=C3C2=O)O)O)NCCNCCO. Drug 2: CCCCCOC(=O)NC1=NC(=O)N(C=C1F)C2C(C(C(O2)C)O)O. Cell line: MDA-MB-435. Synergy scores: CSS=1.63, Synergy_ZIP=-4.14, Synergy_Bliss=0.934, Synergy_Loewe=-10.4, Synergy_HSA=-2.12.